Dataset: Reaction yield outcomes from USPTO patents with 853,638 reactions. Task: Predict the reaction yield, written as a fraction of the theoretical maximum amount of product (1.0 means a 100% yield; for example, 0.34 means a 34% yield). The reactants are [Cl:1][C:2]1[CH:7]=[CH:6][C:5]([N:8]2[C:17](=[O:18])[C:16]3[C:11](=[C:12]([I:23])[C:13]([NH:19][C:20](=[O:22])[CH3:21])=[CH:14][CH:15]=3)[N:10]=[C:9]2[CH:24]([CH3:26])[CH3:25])=[CH:4][CH:3]=1.[H-].[Na+].[C:29]([O:32][CH2:33][CH2:34]Br)(=[O:31])[CH3:30].C(=O)([O-])[O-].[Cs+].[Cs+].[I-].[K+]. The catalyst is CN(C=O)C.O. The product is [C:20]([N:19]([C:13]1[C:12]([I:23])=[C:11]2[C:16]([C:17](=[O:18])[N:8]([C:5]3[CH:4]=[CH:3][C:2]([Cl:1])=[CH:7][CH:6]=3)[C:9]([CH:24]([CH3:26])[CH3:25])=[N:10]2)=[CH:15][CH:14]=1)[CH2:34][CH2:33][O:32][C:29](=[O:31])[CH3:30])(=[O:22])[CH3:21]. The yield is 0.920.